Predict the product of the given reaction. From a dataset of Forward reaction prediction with 1.9M reactions from USPTO patents (1976-2016). (1) Given the reactants Br[CH:2]([CH2:8][CH2:9][CH:10](Br)[C:11]([O:13][CH2:14][CH3:15])=[O:12])[C:3]([O:5][CH2:6][CH3:7])=[O:4].[CH3:17][O:18][C:19]1[CH:25]=[CH:24][CH:23]=[CH:22][C:20]=1[NH2:21], predict the reaction product. The product is: [CH3:17][O:18][C:19]1[CH:25]=[CH:24][CH:23]=[CH:22][C:20]=1[N:21]1[C@H:2]([C:3]([O:5][CH2:6][CH3:7])=[O:4])[CH2:8][CH2:9][C@@H:10]1[C:11]([O:13][CH2:14][CH3:15])=[O:12]. (2) Given the reactants [Cl:1][C:2]1[CH:3]=[C:4]([C:9]2([C:33]([F:36])([F:35])[F:34])[O:13][N:12]=[C:11]([C:14]3[C:23]4[C:18](=[CH:19][CH:20]=[CH:21][CH:22]=4)[C:17]([C:24](OC4C=CC=CN=4)=[O:25])=[CH:16][CH:15]=3)[CH2:10]2)[CH:5]=[C:6]([Cl:8])[CH:7]=1.C1(P(C2C=CC=CC=2)C2C=CC=CC=2)C=CC=CC=1.C([SiH](CC)CC)C, predict the reaction product. The product is: [Cl:1][C:2]1[CH:3]=[C:4]([C:9]2([C:33]([F:35])([F:34])[F:36])[O:13][N:12]=[C:11]([C:14]3[C:23]4[C:18](=[CH:19][CH:20]=[CH:21][CH:22]=4)[C:17]([CH:24]=[O:25])=[CH:16][CH:15]=3)[CH2:10]2)[CH:5]=[C:6]([Cl:8])[CH:7]=1. (3) Given the reactants [Cl:1][C:2]1[CH:7]=[C:6]([N+:8]([O-:10])=[O:9])[CH:5]=[C:4]([CH2:11]SC)[CH:3]=1.Cl[C:15]1C=CC=C(C(OO)=O)C=1.[S:25](=S)(=[O:28])([O-])[O-:26].[Na+].[Na+], predict the reaction product. The product is: [Cl:1][C:2]1[CH:7]=[C:6]([N+:8]([O-:10])=[O:9])[CH:5]=[C:4]([CH2:11][S:25]([CH3:15])(=[O:28])=[O:26])[CH:3]=1. (4) Given the reactants [CH:1]([C:3]1[CH:4]=[C:5]([C:10]2[CH:15]=[CH:14][C:13]([C:16]([O:18][CH3:19])=[O:17])=[CH:12][CH:11]=2)[CH:6]=[CH:7][C:8]=1[CH3:9])=[O:2].[BH4-].[Na+], predict the reaction product. The product is: [OH:2][CH2:1][C:3]1[CH:4]=[C:5]([C:10]2[CH:15]=[CH:14][C:13]([C:16]([O:18][CH3:19])=[O:17])=[CH:12][CH:11]=2)[CH:6]=[CH:7][C:8]=1[CH3:9]. (5) The product is: [F:1][C:2]1[CH:7]=[C:6]([C:36]2[CH:37]=[CH:38][C:39]([C:42](=[O:51])[CH2:43][C:44]([CH3:49])([CH3:50])[C:45]([O:47][CH3:48])=[O:46])=[CH:40][CH:41]=2)[CH:5]=[CH:4][C:3]=1[NH:9][CH:10]=[O:11]. Given the reactants [F:1][C:2]1[CH:7]=[C:6](I)[CH:5]=[CH:4][C:3]=1[NH:9][CH:10]=[O:11].B1(B2OC(C)(C)C(C)(C)O2)OC(C)(C)C(C)(C)O1.C([O-])(=O)C.[K+].Br[C:36]1[CH:41]=[CH:40][C:39]([C:42](=[O:51])[CH2:43][C:44]([CH3:50])([CH3:49])[C:45]([O:47][CH3:48])=[O:46])=[CH:38][CH:37]=1.C(=O)([O-])[O-].[Cs+].[Cs+], predict the reaction product. (6) The product is: [N:1]([CH2:4][CH:5]1[NH:10][C:9]2[C:11]([C:20]3[CH:21]=[CH:22][CH:23]=[CH:24][C:19]=3[O:18][CH3:17])=[CH:12][C:13]([Cl:15])=[CH:14][C:8]=2[O:7][CH2:6]1)=[N+:2]=[N-:3]. Given the reactants [N:1]([CH2:4][CH:5]1[NH:10][C:9]2[C:11](Br)=[CH:12][C:13]([Cl:15])=[CH:14][C:8]=2[O:7][CH2:6]1)=[N+:2]=[N-:3].[CH3:17][O:18][C:19]1[CH:24]=[CH:23][CH:22]=[CH:21][C:20]=1B(O)O, predict the reaction product. (7) Given the reactants [C:1]([C:5]1[CH:10]=[CH:9][C:8]([S:11]([NH:14][C:15]2[CH:20]=[C:19]([F:21])[C:18]([Cl:22])=[CH:17][C:16]=2[C:23]2O[C:25]([CH2:28][CH2:29][S:30]([CH3:33])(=[O:32])=[O:31])=[N:26][N:27]=2)(=[O:13])=[O:12])=[CH:7][CH:6]=1)([CH3:4])([CH3:3])[CH3:2].[CH3:34][NH2:35].CC(O)=O, predict the reaction product. The product is: [C:1]([C:5]1[CH:10]=[CH:9][C:8]([S:11]([NH:14][C:15]2[CH:20]=[C:19]([F:21])[C:18]([Cl:22])=[CH:17][C:16]=2[C:23]2[N:35]([CH3:34])[C:25]([CH2:28][CH2:29][S:30]([CH3:33])(=[O:32])=[O:31])=[N:26][N:27]=2)(=[O:13])=[O:12])=[CH:7][CH:6]=1)([CH3:4])([CH3:3])[CH3:2]. (8) Given the reactants CC1(C)C[O:6][B:5]([C:8]2[CH:13]=[CH:12][C:11]([CH2:14][CH2:15]CC(O)=O)=[CH:10][CH:9]=2)[O:4]C1.B(C1C=CC(CCCC(O)=O)=CC=1)(O)O.[C:36]([C:38]1[CH:39]=[C:40]([NH:44][C:45](=[O:56])[O:46]CCC2C=CC(Br)=CC=2)[CH:41]=[CH:42][CH:43]=1)#[N:37].CC1(C)COB(B2OCC(C)(C)CO2)OC1.B(O)O, predict the reaction product. The product is: [C:36]([C:38]1[CH:39]=[C:40]([NH:44][C:45]([O:56][CH2:15][CH2:14][C:11]2[CH:10]=[CH:9][C:8]([B:5]([OH:4])[OH:6])=[CH:13][CH:12]=2)=[O:46])[CH:41]=[CH:42][CH:43]=1)#[N:37]. (9) Given the reactants [NH2:1][C:2]1[C:11]2[N:12]=[C:13]([CH2:15][CH3:16])[S:14][C:10]=2[C:9]2[CH:8]=[CH:7][C:6]([OH:17])=[CH:5][C:4]=2[N:3]=1.C(=O)([O-])[O-].[Cs+].[Cs+].Br[CH2:25][CH2:26][CH2:27][Cl:28].O, predict the reaction product. The product is: [Cl:28][CH2:27][CH2:26][CH2:25][O:17][C:6]1[CH:7]=[CH:8][C:9]2[C:10]3[S:14][C:13]([CH2:15][CH3:16])=[N:12][C:11]=3[C:2]([NH2:1])=[N:3][C:4]=2[CH:5]=1. (10) Given the reactants [CH3:1][C:2]1[C:16]([CH3:17])=[CH:15][CH:14]=[C:13]([CH3:18])[C:3]=1[O:4][C:5]1[CH:12]=[CH:11][C:8]([C:9]#[N:10])=[CH:7][CH:6]=1.C1COCC1.[H-].[Al+3].[Li+].[H-].[H-].[H-].[OH-].[Na+], predict the reaction product. The product is: [CH3:1][C:2]1[C:16]([CH3:17])=[CH:15][CH:14]=[C:13]([CH3:18])[C:3]=1[O:4][C:5]1[CH:6]=[CH:7][C:8]([CH2:9][NH2:10])=[CH:11][CH:12]=1.